Dataset: Full USPTO retrosynthesis dataset with 1.9M reactions from patents (1976-2016). Task: Predict the reactants needed to synthesize the given product. (1) Given the product [CH3:1][C:2]1[S:11][C:10]2[NH:9][C:8]3[CH:12]=[CH:13][C:14]([CH2:16][NH2:17])=[CH:15][C:7]=3[N:6]=[C:5]([N:18]3[CH2:23][CH2:22][N:21]([CH3:24])[CH2:20][CH2:19]3)[C:4]=2[CH:3]=1, predict the reactants needed to synthesize it. The reactants are: [CH3:1][C:2]1[S:11][C:10]2[NH:9][C:8]3[CH:12]=[CH:13][C:14]([C:16]#[N:17])=[CH:15][C:7]=3[N:6]=[C:5]([N:18]3[CH2:23][CH2:22][N:21]([CH3:24])[CH2:20][CH2:19]3)[C:4]=2[CH:3]=1.Cl. (2) Given the product [CH3:16][C:17]1[CH:34]=[CH:33][C:20]([CH2:21][O:22][C:23]([N:12]2[CH2:13][CH2:14][C@H:9]([CH2:8][NH:7][C:4]3[CH:3]=[CH:2][N:1]=[CH:6][CH:5]=3)[C@H:10]([OH:15])[CH2:11]2)=[O:24])=[CH:19][CH:18]=1, predict the reactants needed to synthesize it. The reactants are: [N:1]1[CH:6]=[CH:5][C:4]([NH:7][CH2:8][CH:9]2[CH2:14][CH2:13][NH:12][CH2:11][CH:10]2[OH:15])=[CH:3][CH:2]=1.[CH3:16][C:17]1[CH:34]=[CH:33][C:20]([CH2:21][O:22][C:23](=O)[O:24]N2C(=O)CCC2=O)=[CH:19][CH:18]=1. (3) Given the product [CH3:23][C@H:21]1[N:11]2[C:12](=[O:20])[C:13]3[CH:14]=[CH:15][CH:16]=[CH:17][C:18]=3[CH2:19][C@@H:10]2[CH2:9][NH:8][CH2:22]1, predict the reactants needed to synthesize it. The reactants are: C([N:8]1[CH2:22][CH:21]([CH3:23])[N:11]2[C:12](=[O:20])[C:13]3[CH:14]=[CH:15][CH:16]=[CH:17][C:18]=3[CH2:19][CH:10]2[CH2:9]1)C1C=CC=CC=1.[H][H]. (4) Given the product [CH3:1][O:2][C:3](=[O:13])[C:4]1[CH:9]=[CH:8][C:7]([CH2:10][O:24]/[N:23]=[CH:22]/[C:21]2[CH:25]=[CH:26][C:18]([C:14]([CH3:17])([CH3:16])[CH3:15])=[CH:19][CH:20]=2)=[CH:6][C:5]=1[Br:12], predict the reactants needed to synthesize it. The reactants are: [CH3:1][O:2][C:3](=[O:13])[C:4]1[CH:9]=[CH:8][C:7]([CH2:10]Br)=[CH:6][C:5]=1[Br:12].[C:14]([C:18]1[CH:26]=[CH:25][C:21]([CH:22]=[N:23][OH:24])=[CH:20][CH:19]=1)([CH3:17])([CH3:16])[CH3:15].C(=O)([O-])[O-].[Cs+].[Cs+].